From a dataset of NCI-60 drug combinations with 297,098 pairs across 59 cell lines. Regression. Given two drug SMILES strings and cell line genomic features, predict the synergy score measuring deviation from expected non-interaction effect. (1) Drug 1: C1=CC(=CC=C1CCC2=CNC3=C2C(=O)NC(=N3)N)C(=O)NC(CCC(=O)O)C(=O)O. Drug 2: C1CC(C1)(C(=O)O)C(=O)O.[NH2-].[NH2-].[Pt+2]. Cell line: SK-MEL-28. Synergy scores: CSS=24.0, Synergy_ZIP=-6.63, Synergy_Bliss=-2.98, Synergy_Loewe=-0.604, Synergy_HSA=0.0991. (2) Drug 1: CN1CCC(CC1)COC2=C(C=C3C(=C2)N=CN=C3NC4=C(C=C(C=C4)Br)F)OC. Drug 2: COC1=NC(=NC2=C1N=CN2C3C(C(C(O3)CO)O)O)N. Cell line: NCI-H460. Synergy scores: CSS=5.76, Synergy_ZIP=0.157, Synergy_Bliss=0.173, Synergy_Loewe=-0.464, Synergy_HSA=0.457.